Dataset: Catalyst prediction with 721,799 reactions and 888 catalyst types from USPTO. Task: Predict which catalyst facilitates the given reaction. (1) Reactant: [CH2:1]([O:3][C:4]([C:6]1[CH:11]=[CH:10][CH:9]=[C:8](O)[N:7]=1)=[O:5])[CH3:2].COC1C=CC(P2(SP(C3C=CC(OC)=CC=3)(=S)S2)=[S:22])=CC=1.O. Product: [CH2:1]([O:3][C:4]([C:6]1[CH:11]=[CH:10][CH:9]=[C:8]([SH:22])[N:7]=1)=[O:5])[CH3:2]. The catalyst class is: 1. (2) Reactant: [F:1][C:2]([F:27])([F:26])[C:3]1[CH:4]=[C:5]([C:13]2[N:17]=[CH:16][N:15](/[CH:18]=[C:19](\Br)/[C:20]([N:22]([CH3:24])[CH3:23])=[O:21])[N:14]=2)[CH:6]=[C:7]([C:9]([F:12])([F:11])[F:10])[CH:8]=1.C([Sn](CCCC)(CCCC)[C:33]1[CH:38]=[CH:37][N:36]=[CH:35][CH:34]=1)CCC.O. Product: [F:1][C:2]([F:27])([F:26])[C:3]1[CH:4]=[C:5]([C:13]2[N:17]=[CH:16][N:15]([CH:18]=[C:19]([C:33]3[CH:38]=[CH:37][N:36]=[CH:35][CH:34]=3)[C:20]([N:22]([CH3:24])[CH3:23])=[O:21])[N:14]=2)[CH:6]=[C:7]([C:9]([F:12])([F:11])[F:10])[CH:8]=1. The catalyst class is: 755. (3) Reactant: [CH2:1]([N:4]([CH2:18][CH2:19][CH3:20])[C:5]1[C:14]2[C:9](=[CH:10][CH:11]=[C:12]([C:15]([OH:17])=O)[CH:13]=2)[CH:8]=[CH:7][N:6]=1)[CH2:2][CH3:3].[NH2:21][C@@H:22]([CH2:36][C:37]1[CH:42]=[C:41]([F:43])[CH:40]=[C:39]([F:44])[CH:38]=1)[C@H:23]([OH:35])[CH2:24][NH:25][CH2:26][C:27]1[CH:32]=[CH:31][CH:30]=[C:29]([CH2:33][CH3:34])[CH:28]=1.C1C=CC2N(O)N=NC=2C=1.CCN(C(C)C)C(C)C.CN(C(ON1N=NC2C=CC=NC1=2)=[N+](C)C)C.F[P-](F)(F)(F)(F)F. Product: [F:43][C:41]1[CH:42]=[C:37]([CH:38]=[C:39]([F:44])[CH:40]=1)[CH2:36][C@H:22]([NH:21][C:15]([C:12]1[CH:13]=[C:14]2[C:9]([CH:8]=[CH:7][N:6]=[C:5]2[N:4]([CH2:1][CH2:2][CH3:3])[CH2:18][CH2:19][CH3:20])=[CH:10][CH:11]=1)=[O:17])[C@H:23]([OH:35])[CH2:24][NH:25][CH2:26][C:27]1[CH:32]=[CH:31][CH:30]=[C:29]([CH2:33][CH3:34])[CH:28]=1. The catalyst class is: 2. (4) Reactant: [CH2:1]([N:8]1[C:12]2([CH2:17][CH2:16][N:15]([C:18](=[O:27])[CH2:19][CH2:20][C:21]3[CH:26]=[CH:25][CH:24]=[CH:23][CH:22]=3)[CH2:14][CH2:13]2)[NH:11][C@@H:10]([CH2:28][C:29]2[CH:34]=[CH:33][CH:32]=[CH:31][CH:30]=2)[C:9]1=[O:35])[C:2]1[CH:7]=[CH:6][CH:5]=[CH:4][CH:3]=1.O.C[Si]([Cl:41])(C)C.CCOCC. Product: [ClH:41].[CH2:1]([N:8]1[C:12]2([CH2:17][CH2:16][N:15]([C:18](=[O:27])[CH2:19][CH2:20][C:21]3[CH:22]=[CH:23][CH:24]=[CH:25][CH:26]=3)[CH2:14][CH2:13]2)[NH:11][C@@H:10]([CH2:28][C:29]2[CH:34]=[CH:33][CH:32]=[CH:31][CH:30]=2)[C:9]1=[O:35])[C:2]1[CH:7]=[CH:6][CH:5]=[CH:4][CH:3]=1. The catalyst class is: 573. (5) Reactant: CS([O:5][CH2:6][CH2:7][O:8][CH2:9][CH2:10]O)(=O)=O.[N-:12]=[N+:13]=[N-:14].[Na+]. Product: [N:12]([CH2:10][CH2:9][O:8][CH2:7][CH2:6][OH:5])=[N+:13]=[N-:14]. The catalyst class is: 14.